This data is from NCI-60 drug combinations with 297,098 pairs across 59 cell lines. The task is: Regression. Given two drug SMILES strings and cell line genomic features, predict the synergy score measuring deviation from expected non-interaction effect. (1) Drug 1: C1CN1C2=NC(=NC(=N2)N3CC3)N4CC4. Drug 2: CN(CCCl)CCCl.Cl. Cell line: SK-MEL-28. Synergy scores: CSS=14.5, Synergy_ZIP=-4.47, Synergy_Bliss=-7.17, Synergy_Loewe=-4.18, Synergy_HSA=-3.62. (2) Drug 1: C1CNP(=O)(OC1)N(CCCl)CCCl. Drug 2: B(C(CC(C)C)NC(=O)C(CC1=CC=CC=C1)NC(=O)C2=NC=CN=C2)(O)O. Cell line: SNB-19. Synergy scores: CSS=16.4, Synergy_ZIP=-0.613, Synergy_Bliss=-5.05, Synergy_Loewe=-67.3, Synergy_HSA=-8.91. (3) Cell line: BT-549. Drug 1: CC(CN1CC(=O)NC(=O)C1)N2CC(=O)NC(=O)C2. Synergy scores: CSS=3.16, Synergy_ZIP=-2.85, Synergy_Bliss=-3.60, Synergy_Loewe=-2.77, Synergy_HSA=-2.60. Drug 2: CCCCC(=O)OCC(=O)C1(CC(C2=C(C1)C(=C3C(=C2O)C(=O)C4=C(C3=O)C=CC=C4OC)O)OC5CC(C(C(O5)C)O)NC(=O)C(F)(F)F)O. (4) Drug 1: C(CC(=O)O)C(=O)CN.Cl. Drug 2: COC1=C2C(=CC3=C1OC=C3)C=CC(=O)O2. Cell line: NCIH23. Synergy scores: CSS=16.9, Synergy_ZIP=-9.06, Synergy_Bliss=-6.40, Synergy_Loewe=-4.85, Synergy_HSA=-3.85.